Task: Predict the product of the given reaction.. Dataset: Forward reaction prediction with 1.9M reactions from USPTO patents (1976-2016) (1) Given the reactants Cl[CH2:2][C:3]1[CH:4]=[C:5]([CH:34]=[CH:35][CH:36]=1)[C:6]([O:8][C:9]1[CH:10]=[CH:11][C:12]2[C:18]3[C:19]([O:27][CH3:28])=[C:20]([O:25][CH3:26])[C:21]([O:23][CH3:24])=[CH:22][C:17]=3[CH2:16][CH2:15][C@H:14]([NH:29][C:30](=[O:32])[CH3:31])[C:13]=2[CH:33]=1)=[O:7].[C:37]([N:40]1[CH2:45][CH2:44][NH:43][CH2:42][CH2:41]1)(=[O:39])[CH3:38].[I-].[Na+], predict the reaction product. The product is: [C:37]([N:40]1[CH2:45][CH2:44][N:43]([CH2:2][C:3]2[CH:4]=[C:5]([CH:34]=[CH:35][CH:36]=2)[C:6]([O:8][C:9]2[CH:10]=[CH:11][C:12]3[C:18]4[C:19]([O:27][CH3:28])=[C:20]([O:25][CH3:26])[C:21]([O:23][CH3:24])=[CH:22][C:17]=4[CH2:16][CH2:15][C@H:14]([NH:29][C:30](=[O:32])[CH3:31])[C:13]=3[CH:33]=2)=[O:7])[CH2:42][CH2:41]1)(=[O:39])[CH3:38]. (2) Given the reactants [CH3:1][N:2]([CH3:15])[C:3]1[CH:4]=[CH:5][C:6]2[C:12](=O)[CH2:11][CH2:10][CH2:9][CH2:8][C:7]=2[CH:14]=1.[CH3:16][O:17][C:18]1[CH:25]=[C:24]([O:26][CH3:27])[CH:23]=[CH:22][C:19]=1[CH2:20][NH2:21].[CH3:28]CN(CC)CC, predict the reaction product. The product is: [CH3:16][O:17][C:18]1[CH:25]=[C:24]([O:26][CH3:27])[CH:23]=[CH:22][C:19]=1[CH2:20][N:21]=[C:12]1[C:6]2[CH:5]=[CH:4][C:3]([N:2]([CH3:1])[CH3:15])=[CH:14][C:7]=2[CH2:28][CH2:8][CH2:9][CH2:10][CH2:11]1. (3) Given the reactants FC1C=C(C=CC=1)C([N:7]1[C:11]([CH3:12])=[C:10]([CH3:13])[N:9]=[C:8]1[C:14]1[C:22](F)=[C:21]([C:24]([C:26]2C=C[CH:29]=[C:28]([F:32])[CH:27]=2)=C)C=CC=1C([O-])=O)=O.[OH2:36].[ClH:37], predict the reaction product. The product is: [ClH:37].[CH3:13][C:10]1[N:9]=[C:8]([CH2:14][C:22]([C:21]2[CH:24]=[CH:26][CH:27]=[C:28]([F:32])[CH:29]=2)=[O:36])[NH:7][C:11]=1[CH3:12]. (4) Given the reactants [C:1]([N:8]([CH3:29])[CH:9]1[CH2:14][CH2:13][CH:12]([NH:15][CH2:16][C:17]2[CH:18]=[C:19](B(O)O)[CH:20]=[CH:21][C:22]=2[O:23][CH2:24][CH3:25])[CH2:11][CH2:10]1)([O:3][C:4]([CH3:7])([CH3:6])[CH3:5])=[O:2].Br[C:31]1[CH:32]=[CH:33][C:34]([CH3:37])=[N:35][CH:36]=1, predict the reaction product. The product is: [C:4]([O:3][C:1](=[O:2])[N:8]([CH:9]1[CH2:14][CH2:13][CH:12]([NH:15][CH2:16][C:17]2[CH:18]=[C:19]([C:31]3[CH:36]=[N:35][C:34]([CH3:37])=[CH:33][CH:32]=3)[CH:20]=[CH:21][C:22]=2[O:23][CH2:24][CH3:25])[CH2:11][CH2:10]1)[CH3:29])([CH3:7])([CH3:6])[CH3:5]. (5) Given the reactants [F:1][C:2]1[C:3]([N+:11]([O-:13])=[O:12])=[C:4]([CH:8]=[CH:9][CH:10]=1)C(O)=O.S(Cl)(Cl)=O.[OH:18][C:19]1[CH:25]=[CH:24][CH:23]=[C:22]([CH3:26])[C:20]=1[NH2:21].[CH2:27](N(CC)CC)C.O.C1(C)C=CC(S(O)(=O)=O)=CC=1, predict the reaction product. The product is: [F:1][C:2]1[CH:10]=[CH:9][C:8]([C:27]2[O:18][C:19]3[CH:25]=[CH:24][CH:23]=[C:22]([CH3:26])[C:20]=3[N:21]=2)=[CH:4][C:3]=1[N+:11]([O-:13])=[O:12].